From a dataset of Full USPTO retrosynthesis dataset with 1.9M reactions from patents (1976-2016). Predict the reactants needed to synthesize the given product. (1) Given the product [Cl:1][C:2]1[C:7]([C:8]2[CH:13]=[CH:12][CH:11]=[C:10]([CH3:14])[C:9]=2[NH2:15])=[CH:6][CH:5]=[C:4]([Cl:18])[N:3]=1, predict the reactants needed to synthesize it. The reactants are: [Cl:1][C:2]1[C:7]([C:8]2[CH:13]=[CH:12][CH:11]=[C:10]([CH3:14])[C:9]=2[N+:15]([O-])=O)=[CH:6][CH:5]=[C:4]([Cl:18])[N:3]=1.C(O)(=O)C. (2) Given the product [CH3:5][C:6]1[CH:11]=[CH:10][C:9]([S:12]([N:15]2[C@H:21](/[CH:22]=[N:32]/[C:29]3[CH:28]=[CH:27][C:26]([C:25]([F:33])([F:24])[F:34])=[CH:31][N:30]=3)[CH2:20][C@@H:19]3[C@@H:17]([CH2:18]3)[CH2:16]2)(=[O:14])=[O:13])=[CH:8][CH:7]=1, predict the reactants needed to synthesize it. The reactants are: CC(O)=O.[CH3:5][C:6]1[CH:11]=[CH:10][C:9]([S:12]([N:15]2[C@H:21]([CH:22]=O)[CH2:20][C@@H:19]3[C@@H:17]([CH2:18]3)[CH2:16]2)(=[O:14])=[O:13])=[CH:8][CH:7]=1.[F:24][C:25]([F:34])([F:33])[C:26]1[CH:27]=[CH:28][C:29]([NH2:32])=[N:30][CH:31]=1.C(O[BH-](OC(=O)C)OC(=O)C)(=O)C.[Na+]. (3) The reactants are: Br[C:2]1[S:3][CH:4]=[CH:5][N:6]=1.[Li]CCCC.I[C:13]1[CH:23]=[CH:22][C:16]([C:17]([O:19][CH2:20][CH3:21])=[O:18])=[CH:15][CH:14]=1.O.O.[Na+].[Na+].C(N(CC(O)=O)CC(O)=O)CN(CC([O-])=O)CC([O-])=O.C(=O)([O-])O.[Na+]. Given the product [S:3]1[CH:4]=[CH:5][N:6]=[C:2]1[C:13]1[CH:23]=[CH:22][C:16]([C:17]([O:19][CH2:20][CH3:21])=[O:18])=[CH:15][CH:14]=1, predict the reactants needed to synthesize it.